This data is from Forward reaction prediction with 1.9M reactions from USPTO patents (1976-2016). The task is: Predict the product of the given reaction. (1) The product is: [Br:1][C:2]1[C:7]([O:8][CH2:22][C:23]([CH3:27])([CH3:26])[CH2:24][OH:25])=[C:6]([O:9][CH3:10])[C:5]([O:11][CH:12]([F:13])[F:14])=[CH:4][CH:3]=1. Given the reactants [Br:1][C:2]1[C:7]([OH:8])=[C:6]([O:9][CH3:10])[C:5]([O:11][CH:12]([F:14])[F:13])=[CH:4][CH:3]=1.C(=O)([O-])[O-].[K+].[K+].Br[CH2:22][C:23]([CH3:27])([CH3:26])[CH2:24][OH:25], predict the reaction product. (2) The product is: [N+:1]([C:4]1[CH:13]=[C:12]2[C:7](=[CH:6][CH:5]=1)[CH2:8][CH2:9][CH:10]=[CH:11]2)([O-:3])=[O:2]. Given the reactants [N+:1]([C:4]1[CH:13]=[C:12]2[C:7]([CH2:8][CH2:9][CH2:10][CH:11]2O)=[CH:6][CH:5]=1)([O-:3])=[O:2], predict the reaction product.